From a dataset of Peptide-MHC class II binding affinity with 134,281 pairs from IEDB. Regression. Given a peptide amino acid sequence and an MHC pseudo amino acid sequence, predict their binding affinity value. This is MHC class II binding data. (1) The peptide sequence is EKYYFAATQFEPLAA. The MHC is DRB1_0101 with pseudo-sequence DRB1_0101. The binding affinity (normalized) is 0.709. (2) The peptide sequence is KLMNSPEFHLVFGNC. The MHC is DRB1_0701 with pseudo-sequence DRB1_0701. The binding affinity (normalized) is 0.380.